This data is from PAMPA permeability data for FDA-approved drugs from NCATS. The task is: Regression/Classification. Given a drug SMILES string, predict its absorption, distribution, metabolism, or excretion properties. Task type varies by dataset: regression for continuous measurements (e.g., permeability, clearance, half-life) or binary classification for categorical outcomes (e.g., BBB penetration, CYP inhibition). Dataset: approved_pampa_ncats. (1) The drug is Cc1ccc(C(=O)Nc2ccc(CN3CCN(C)CC3)c(C(F)(F)F)c2)cc1C#Cc1cnc2cccnn12. The result is 0 (low-to-moderate permeability). (2) The molecule is COc1ccc(-n2nc(C(N)=O)c3c2C(=O)N(c2ccc(N4CCCCC4=O)cc2)CC3)cc1. The result is 1 (high permeability). (3) The drug is C1=CC(=CC=C1C(=O)N[C@@H](CCC(=O)O)C(=O)O)NCC2=CN=C3C(=N2)C(=O)N=C(N3)N. The result is 1 (high permeability). (4) The compound is CCCCC1=NC(=C(N1CC2=CC=C(C=C2)C3=CC=CC=C3C4=NNN=N4)CO)Cl. The result is 1 (high permeability). (5) The drug is C1=CC(=CC=C1/C=C/C2=C(C=C(C=C2)C(=N)N)O)C(=N)N. The result is 1 (high permeability). (6) The compound is C1=CC2=C(C(=C1)O)N=CC=C2. The result is 0 (low-to-moderate permeability).